Dataset: Reaction yield outcomes from USPTO patents with 853,638 reactions. Task: Predict the reaction yield, written as a fraction of the theoretical maximum amount of product (1.0 means a 100% yield; for example, 0.34 means a 34% yield). (1) The reactants are Br[C:2]1[CH:7]=[CH:6][C:5]([S:8]([NH:11][CH2:12][CH2:13][CH3:14])(=[O:10])=[O:9])=[CH:4][CH:3]=1.[C:15]([C:17]1[N:21]([CH3:22])[C:20](B(O)O)=[CH:19][CH:18]=1)#[N:16].[F-].[K+].C(P(C(C)(C)C)C(C)(C)C)(C)(C)C. The catalyst is C1C=CC(/C=C/C(/C=C/C2C=CC=CC=2)=O)=CC=1.C1C=CC(/C=C/C(/C=C/C2C=CC=CC=2)=O)=CC=1.C1C=CC(/C=C/C(/C=C/C2C=CC=CC=2)=O)=CC=1.[Pd].[Pd]. The product is [C:15]([C:17]1[N:21]([CH3:22])[C:20]([C:2]2[CH:7]=[CH:6][C:5]([S:8]([NH:11][CH2:12][CH2:13][CH3:14])(=[O:10])=[O:9])=[CH:4][CH:3]=2)=[CH:19][CH:18]=1)#[N:16]. The yield is 0.170. (2) The reactants are C[O:2][C:3](=[O:25])[CH2:4][C:5]1[CH:10]=[CH:9][CH:8]=[C:7]([O:11][CH2:12][CH2:13][CH2:14][NH:15][CH2:16][C@@H:17]([C:19]2[CH:24]=[CH:23][CH:22]=[CH:21][CH:20]=2)[CH3:18])[CH:6]=1.[F:26][C:27]1[CH:34]=[CH:33][C:30]([CH:31]=O)=[CH:29][C:28]=1[CH3:35].C([BH3-])#N.[Na+].[OH-].[Na+]. The catalyst is CO.O.C(O)(=O)C. The product is [F:26][C:27]1[CH:34]=[CH:33][C:30]([CH2:31][N:15]([CH2:16][C@@H:17]([C:19]2[CH:24]=[CH:23][CH:22]=[CH:21][CH:20]=2)[CH3:18])[CH2:14][CH2:13][CH2:12][O:11][C:7]2[CH:6]=[C:5]([CH2:4][C:3]([OH:2])=[O:25])[CH:10]=[CH:9][CH:8]=2)=[CH:29][C:28]=1[CH3:35]. The yield is 0.540. (3) The reactants are Cl[CH2:2][C:3]1[N:4]=[C:5]2[S:12][C:11]([CH3:13])=[C:10]([CH:14]3[CH2:17][CH2:16][CH2:15]3)[N:6]2[C:7](=[O:9])[CH:8]=1.[I-].[K+].C(=O)([O-])[O-].[K+].[K+].[CH2:26]([NH:28][C:29]1[CH:34]=[CH:33][C:32]([F:35])=[CH:31][CH:30]=1)[CH3:27]. The catalyst is C(#N)C. The product is [CH:14]1([C:10]2[N:6]3[C:7](=[O:9])[CH:8]=[C:3]([CH2:2][N:28]([CH2:26][CH3:27])[C:29]4[CH:34]=[CH:33][C:32]([F:35])=[CH:31][CH:30]=4)[N:4]=[C:5]3[S:12][C:11]=2[CH3:13])[CH2:17][CH2:16][CH2:15]1. The yield is 0.0800. (4) The reactants are Cl[C:2]1[C:7]([CH3:8])=[CH:6][N:5]=[C:4]([NH:9][C:10]2[CH:17]=[CH:16][C:13]([C:14]#[N:15])=[CH:12][CH:11]=2)[N:3]=1.[NH2:18][C:19]1[C:26]([CH3:27])=[CH:25][C:22]([C:23]#[N:24])=[CH:21][C:20]=1[CH3:28].C(N(C(C)C)CC)(C)C.[OH-].[Na+]. The catalyst is C(Cl)Cl.O1CCOCC1.CN1CCCC1=O. The product is [C:14]([C:13]1[CH:16]=[CH:17][C:10]([NH:9][C:4]2[N:3]=[C:2]([NH:18][C:19]3[C:20]([CH3:28])=[CH:21][C:22]([C:23]#[N:24])=[CH:25][C:26]=3[CH3:27])[C:7]([CH3:8])=[CH:6][N:5]=2)=[CH:11][CH:12]=1)#[N:15]. The yield is 0.290. (5) The reactants are [CH3:1][N:2](C=O)C.CI.CN(C)[CH2:10][C:11]1[C:19]2[C:14](=[CH:15][C:16]([N+:20]([O-:22])=[O:21])=[CH:17][CH:18]=2)[NH:13][CH:12]=1.[C-]#N.[K+]. The catalyst is O.C1COCC1. The product is [N+:20]([C:16]1[CH:15]=[C:14]2[C:19]([C:11]([CH2:10][C:1]#[N:2])=[CH:12][NH:13]2)=[CH:18][CH:17]=1)([O-:22])=[O:21]. The yield is 0.360. (6) The yield is 0.621. The product is [C:4]1([C:3]2[C:13]([C:12]([F:18])([F:17])[F:11])=[C:14]([CH2:15][OH:16])[O:1][N:2]=2)[CH:9]=[CH:8][CH:7]=[CH:6][CH:5]=1. The catalyst is ClC(Cl)C.ClCCl. The reactants are [OH:1]/[N:2]=[C:3](\Cl)/[C:4]1[CH:9]=[CH:8][CH:7]=[CH:6][CH:5]=1.[F:11][C:12]([F:18])([F:17])[C:13]#[C:14][CH2:15][OH:16].C(N(CC)CC)C. (7) The reactants are C[O:2][C:3](=[O:29])[CH2:4][CH2:5][C:6]1[C:7](=[O:28])[N:8]([NH:13][C:14]([C:16]2[CH:17]=[N:18][C:19]([C:22]3[CH:27]=[CH:26][CH:25]=[CH:24][CH:23]=3)=[N:20][CH:21]=2)=[O:15])[C:9](=[O:12])[NH:10][CH:11]=1.[Li+].[OH-]. The catalyst is CO.O.C1COCC1. The yield is 0.480. The product is [O:12]=[C:9]1[N:8]([NH:13][C:14]([C:16]2[CH:21]=[N:20][C:19]([C:22]3[CH:27]=[CH:26][CH:25]=[CH:24][CH:23]=3)=[N:18][CH:17]=2)=[O:15])[C:7](=[O:28])[C:6]([CH2:5][CH2:4][C:3]([OH:29])=[O:2])=[CH:11][NH:10]1.